This data is from Catalyst prediction with 721,799 reactions and 888 catalyst types from USPTO. The task is: Predict which catalyst facilitates the given reaction. (1) Reactant: O1CC[C@H]([O:6][C:7](=[O:34])[NH:8][CH2:9][C@@H:10]2[CH2:15][CH2:14][CH2:13][N:12]([C:16]3[C:25]4[C:20](=[CH:21][C:22]([CH3:26])=[CH:23][CH:24]=4)[N:19]=[C:18]([C:27]4[CH:32]=[CH:31][CH:30]=[CH:29][C:28]=4[OH:33])[N:17]=3)[CH2:11]2)C1.[ClH:35].[CH3:36][CH2:37][O:38][CH2:39][CH3:40]. Product: [ClH:35].[O:38]1[CH2:39][CH2:40][C@H:36]([N:8]([CH2:9][C@H:10]2[CH2:15][CH2:14][CH2:13][N:12]([C:16]3[C:25]4[C:20](=[CH:21][C:22]([CH3:26])=[CH:23][CH:24]=4)[N:19]=[C:18]([C:27]4[CH:32]=[CH:31][CH:30]=[CH:29][C:28]=4[OH:33])[N:17]=3)[CH2:11]2)[C:7](=[O:34])[OH:6])[CH2:37]1. The catalyst class is: 2. (2) Reactant: [F:1][C:2]1[CH:3]=[C:4](B(O)O)[CH:5]=[CH:6][CH:7]=1.C([N:18]1[CH:22]=[CH:21][N:20]=[C:19]1[C:23]1[CH:24]=[N:25][CH:26]=[CH:27][CH:28]=1)C1C=CC=CC=1.[C:29]([C:31]1[CH:32]=[N:33][CH:34]=CC=1)#[N:30].C(N1C=CN=C1C1C=CC=CC=1)C1C=CC=CC=1. Product: [F:1][C:2]1[CH:3]=[C:4]([C:34]2[N:30]=[CH:29][C:31]([C:22]3[NH:18][C:19]([C:23]4[CH:24]=[N:25][CH:26]=[CH:27][CH:28]=4)=[N:20][CH:21]=3)=[CH:32][N:33]=2)[CH:5]=[CH:6][CH:7]=1. The catalyst class is: 98. (3) Reactant: C(NC(C)C)(C)C.C([Li])CCC.[Si:13]([O:20][CH2:21][CH2:22][O:23][C:24]1[CH:29]=[CH:28][N:27]=[C:26]([NH:30][C:31]2[CH:36]=[C:35]([C:37]3[S:41][CH:40]=[N:39][CH:38]=3)[CH:34]=[C:33]([CH3:42])[CH:32]=2)[N:25]=1)([C:16]([CH3:19])([CH3:18])[CH3:17])([CH3:15])[CH3:14].[CH3:43][C:44]1([CH3:51])[O:49][CH2:48][C:47](=[O:50])[CH2:46][O:45]1. Product: [Si:13]([O:20][CH2:21][CH2:22][O:23][C:24]1[CH:29]=[CH:28][N:27]=[C:26]([NH:30][C:31]2[CH:36]=[C:35]([C:37]3[S:41][C:40]([C:47]4([OH:50])[CH2:48][O:49][C:44]([CH3:51])([CH3:43])[O:45][CH2:46]4)=[N:39][CH:38]=3)[CH:34]=[C:33]([CH3:42])[CH:32]=2)[N:25]=1)([C:16]([CH3:17])([CH3:18])[CH3:19])([CH3:14])[CH3:15]. The catalyst class is: 7. (4) Reactant: [CH2:1]([N:5]1[C:9]2[CH:10]=[CH:11][C:12]([C:14]([OH:16])=O)=[CH:13][C:8]=2[N:7]=[C:6]1[NH:17][C:18]1[S:19][C:20]2[CH:26]=[C:25]([O:27][C:28]([F:31])([F:30])[F:29])[CH:24]=[CH:23][C:21]=2[N:22]=1)[CH:2]([CH3:4])[CH3:3].[CH2:32]([NH2:34])[CH3:33].CN(C(ON1N=NC2C=CC=CC1=2)=[N+](C)C)C.F[P-](F)(F)(F)(F)F.CCN(C(C)C)C(C)C. Product: [CH2:32]([NH:34][C:14]([C:12]1[CH:11]=[CH:10][C:9]2[N:5]([CH2:1][CH:2]([CH3:4])[CH3:3])[C:6]([NH:17][C:18]3[S:19][C:20]4[CH:26]=[C:25]([O:27][C:28]([F:30])([F:31])[F:29])[CH:24]=[CH:23][C:21]=4[N:22]=3)=[N:7][C:8]=2[CH:13]=1)=[O:16])[CH3:33]. The catalyst class is: 3.